Dataset: Catalyst prediction with 721,799 reactions and 888 catalyst types from USPTO. Task: Predict which catalyst facilitates the given reaction. (1) Reactant: [CH3:1][C:2]1[C:11]2[C:6](=[CH:7][CH:8]=[CH:9][CH:10]=2)[CH:5]=[CH:4][N:3]=1.[N+:12]([O-])([O-:14])=[O:13].[K+]. Product: [CH3:1][C:2]1[C:11]2[C:6](=[C:7]([N+:12]([O-:14])=[O:13])[CH:8]=[CH:9][CH:10]=2)[CH:5]=[CH:4][N:3]=1. The catalyst class is: 65. (2) Reactant: Cl.[Si]([O:9][CH:10]([C:12]1[CH:13]=[CH:14][C:15]([CH3:27])=[C:16]([N:18](C)[C:19](=O)OC(C)(C)C)[CH:17]=1)[CH3:11])(C(C)(C)C)(C)C. Product: [CH3:27][C:15]1[CH:14]=[CH:13][C:12]([CH:10]([OH:9])[CH3:11])=[CH:17][C:16]=1[NH:18][CH3:19]. The catalyst class is: 5. (3) Reactant: [F:1][C:2]1[CH:15]=[CH:14][C:5]([O:6][C:7]2[S:11][C:10]([CH2:12][NH2:13])=[CH:9][CH:8]=2)=[CH:4][CH:3]=1.[NH2:16][C:17]1[CH:25]=[CH:24][C:20]([C:21](O)=[O:22])=[CH:19][N:18]=1.F[P-](F)(F)(F)(F)F.N1([P+](N(C)C)(N(C)C)N(C)C)C2C=CC=CC=2N=N1.C(N(CC)CC)C. Product: [NH2:16][C:17]1[CH:25]=[CH:24][C:20]([C:21]([NH:13][CH2:12][C:10]2[S:11][C:7]([O:6][C:5]3[CH:14]=[CH:15][C:2]([F:1])=[CH:3][CH:4]=3)=[CH:8][CH:9]=2)=[O:22])=[CH:19][N:18]=1. The catalyst class is: 288. (4) Reactant: [C:1]([C:5]1[C:29]([Cl:30])=[C:8]2[N:9]=[C:10]([CH3:28])[C:11]([CH:20]([CH2:25][CH2:26][CH3:27])[C:21]([O:23]C)=[O:22])=[C:12]([C:13]3[CH:18]=[CH:17][C:16]([CH3:19])=[CH:15][CH:14]=3)[N:7]2[N:6]=1)([CH3:4])([CH3:3])[CH3:2].[OH-].[Na+]. Product: [C:1]([C:5]1[C:29]([Cl:30])=[C:8]2[N:9]=[C:10]([CH3:28])[C:11]([CH:20]([CH2:25][CH2:26][CH3:27])[C:21]([OH:23])=[O:22])=[C:12]([C:13]3[CH:18]=[CH:17][C:16]([CH3:19])=[CH:15][CH:14]=3)[N:7]2[N:6]=1)([CH3:2])([CH3:3])[CH3:4]. The catalyst class is: 5. (5) Reactant: [Cl:1][C:2]1[N:7]=[C:6]([NH:8][C:9](=[O:14])[C:10]([CH3:13])([CH3:12])[CH3:11])[CH:5]=[CH:4][CH:3]=1.C([Li])CCC.[Cl:20]C(Cl)(Cl)C(Cl)(Cl)Cl. Product: [Cl:20][C:5]1[C:6]([NH:8][C:9](=[O:14])[C:10]([CH3:11])([CH3:13])[CH3:12])=[N:7][C:2]([Cl:1])=[CH:3][CH:4]=1. The catalyst class is: 1. (6) Reactant: [CH3:1][C:2]1[C@@H:7]([CH3:8])[O:6][C@@H:5]([C:9]2[CH:14]=[CH:13][N:12]=[CH:11][C:10]=2[N+:15]([O-:17])=[O:16])[CH2:4][C:3]=1[O:18][Si](C)(C)C.Cl.[OH-].[Na+]. Product: [CH3:8][CH:7]1[CH:2]([CH3:1])[C:3](=[O:18])[CH2:4][CH:5]([C:9]2[CH:14]=[CH:13][N:12]=[CH:11][C:10]=2[N+:15]([O-:17])=[O:16])[O:6]1. The catalyst class is: 1. (7) Reactant: Br[C:2]1[CH:26]=[CH:25][C:5]([C:6]([NH:8][C:9]2[CH:14]=[CH:13][C:12]([O:15][CH2:16][CH2:17][N:18]3[CH2:22][CH2:21][CH2:20][CH2:19]3)=[C:11]([O:23][CH3:24])[CH:10]=2)=[O:7])=[CH:4][CH:3]=1.[CH3:27][C:28]1[CH:33]=[CH:32][C:31](B(O)O)=[CH:30][CH:29]=1.C(O)C.C(=O)([O-])[O-].[Na+].[Na+]. Product: [NH3:8].[CH3:24][O:23][C:11]1[CH:10]=[C:9]([NH:8][C:6]([C:5]2[CH:25]=[CH:26][C:2]([C:31]3[CH:32]=[CH:33][C:28]([CH3:27])=[CH:29][CH:30]=3)=[CH:3][CH:4]=2)=[O:7])[CH:14]=[CH:13][C:12]=1[O:15][CH2:16][CH2:17][N:18]1[CH2:22][CH2:21][CH2:20][CH2:19]1. The catalyst class is: 48.